The task is: Regression. Given two drug SMILES strings and cell line genomic features, predict the synergy score measuring deviation from expected non-interaction effect.. This data is from NCI-60 drug combinations with 297,098 pairs across 59 cell lines. (1) Drug 1: C1CCC(C1)C(CC#N)N2C=C(C=N2)C3=C4C=CNC4=NC=N3. Drug 2: CC1C(C(CC(O1)OC2CC(CC3=C2C(=C4C(=C3O)C(=O)C5=CC=CC=C5C4=O)O)(C(=O)C)O)N)O. Cell line: NCI-H322M. Synergy scores: CSS=49.7, Synergy_ZIP=1.29, Synergy_Bliss=5.74, Synergy_Loewe=-26.9, Synergy_HSA=5.08. (2) Drug 1: C1=CC(=CC=C1CC(C(=O)O)N)N(CCCl)CCCl.Cl. Drug 2: CC12CCC3C(C1CCC2OP(=O)(O)O)CCC4=C3C=CC(=C4)OC(=O)N(CCCl)CCCl.[Na+]. Cell line: MDA-MB-435. Synergy scores: CSS=-5.62, Synergy_ZIP=0.00540, Synergy_Bliss=-7.41, Synergy_Loewe=-13.6, Synergy_HSA=-13.0. (3) Drug 1: CC1C(C(CC(O1)OC2CC(CC3=C2C(=C4C(=C3O)C(=O)C5=C(C4=O)C(=CC=C5)OC)O)(C(=O)C)O)N)O.Cl. Drug 2: CS(=O)(=O)OCCCCOS(=O)(=O)C. Cell line: MDA-MB-435. Synergy scores: CSS=0.132, Synergy_ZIP=3.50, Synergy_Bliss=5.79, Synergy_Loewe=-17.9, Synergy_HSA=-4.65. (4) Drug 1: C1CCC(CC1)NC(=O)N(CCCl)N=O. Drug 2: CN(C)N=NC1=C(NC=N1)C(=O)N. Cell line: UACC-257. Synergy scores: CSS=7.11, Synergy_ZIP=3.86, Synergy_Bliss=10.00, Synergy_Loewe=0.0332, Synergy_HSA=4.21.